From a dataset of Full USPTO retrosynthesis dataset with 1.9M reactions from patents (1976-2016). Predict the reactants needed to synthesize the given product. Given the product [F:33][CH:32]([F:34])[O:31][C:25]1[CH:24]=[C:23]([C:16]2[CH:17]=[CH:18][C:12]3[O:11][CH2:10][CH2:9][N:8]([C:6]([O:5][C:2]([CH3:4])([CH3:3])[CH3:1])=[O:7])[CH2:14][C:13]=3[CH:15]=2)[CH:28]=[CH:27][C:26]=1[O:29][CH3:30], predict the reactants needed to synthesize it. The reactants are: [CH3:1][C:2]([O:5][C:6]([N:8]1[CH2:14][C:13]2[CH:15]=[C:16](B(O)O)[CH:17]=[CH:18][C:12]=2[O:11][CH2:10][CH2:9]1)=[O:7])([CH3:4])[CH3:3].Br[C:23]1[CH:28]=[CH:27][C:26]([O:29][CH3:30])=[C:25]([O:31][CH:32]([F:34])[F:33])[CH:24]=1.C(=O)([O-])[O-].[K+].[K+].